Task: Predict the reaction yield, written as a fraction of the theoretical maximum amount of product (1.0 means a 100% yield; for example, 0.34 means a 34% yield).. Dataset: Reaction yield outcomes from USPTO patents with 853,638 reactions The reactants are I[C:2]1[C:3]([NH2:8])=[N:4][CH:5]=[CH:6][CH:7]=1.[CH3:9][Si:10]([C:13]#[CH:14])([CH3:12])[CH3:11].C(N(CC)C(C)C)(C)C.CN1CCCC1=O. The catalyst is [Cu]I.C1C=CC([P]([Pd]([P](C2C=CC=CC=2)(C2C=CC=CC=2)C2C=CC=CC=2)([P](C2C=CC=CC=2)(C2C=CC=CC=2)C2C=CC=CC=2)[P](C2C=CC=CC=2)(C2C=CC=CC=2)C2C=CC=CC=2)(C2C=CC=CC=2)C2C=CC=CC=2)=CC=1.O. The yield is 0.807. The product is [CH3:9][Si:10]([C:13]#[C:14][C:2]1[C:3]([NH2:8])=[N:4][CH:5]=[CH:6][CH:7]=1)([CH3:12])[CH3:11].